The task is: Predict the reactants needed to synthesize the given product.. This data is from Full USPTO retrosynthesis dataset with 1.9M reactions from patents (1976-2016). (1) Given the product [C:1]([O:5][C:6]([N:8]([CH2:21][CH:22]1[CH2:27][CH2:26][N:25]([C:28](=[O:36])[CH2:29][CH2:30][C:31]([OH:33])=[O:32])[CH2:24][CH:23]1[C:37]1[CH:42]=[CH:41][CH:40]=[C:39]([F:43])[CH:38]=1)[C@@H:9]([C:11]1[C:20]2[C:15](=[CH:16][CH:17]=[CH:18][CH:19]=2)[CH:14]=[CH:13][CH:12]=1)[CH3:10])=[O:7])([CH3:2])([CH3:3])[CH3:4], predict the reactants needed to synthesize it. The reactants are: [C:1]([O:5][C:6]([N:8]([CH2:21][CH:22]1[CH2:27][CH2:26][N:25]([C:28](=[O:36])[CH2:29][CH2:30][C:31]([O:33]CC)=[O:32])[CH2:24][CH:23]1[C:37]1[CH:42]=[CH:41][CH:40]=[C:39]([F:43])[CH:38]=1)[C@@H:9]([C:11]1[C:20]2[C:15](=[CH:16][CH:17]=[CH:18][CH:19]=2)[CH:14]=[CH:13][CH:12]=1)[CH3:10])=[O:7])([CH3:4])([CH3:3])[CH3:2].[OH-].[Na+].Cl. (2) Given the product [Cl:1][C:2]1[CH:8]=[C:7]([Cl:9])[CH:6]=[CH:5][C:3]=1[NH:4][C:13]1[C:18]([C:19]#[N:20])=[CH:17][N:16]=[C:15]2[CH:21]=[CH:22][S:23][C:14]=12, predict the reactants needed to synthesize it. The reactants are: [Cl:1][C:2]1[CH:8]=[C:7]([Cl:9])[CH:6]=[CH:5][C:3]=1[NH2:4].[H-].[Na+].Cl[C:13]1[C:18]([C:19]#[N:20])=[CH:17][N:16]=[C:15]2[CH:21]=[CH:22][S:23][C:14]=12. (3) Given the product [NH2:18][C:10]1[C:9]2[N:19]=[C:6]([CH2:5][CH2:4][CH2:3][CH2:2][NH:1][C:31]([NH:30][C:24]3[CH:29]=[CH:28][CH:27]=[CH:26][CH:25]=3)=[O:32])[N:7]([CH2:20][CH:21]([CH3:23])[CH3:22])[C:8]=2[C:17]2[CH2:16][CH2:15][CH2:14][CH2:13][C:12]=2[N:11]=1, predict the reactants needed to synthesize it. The reactants are: [NH2:1][CH2:2][CH2:3][CH2:4][CH2:5][C:6]1[N:7]([CH2:20][CH:21]([CH3:23])[CH3:22])[C:8]2[C:17]3[CH2:16][CH2:15][CH2:14][CH2:13][C:12]=3[N:11]=[C:10]([NH2:18])[C:9]=2[N:19]=1.[C:24]1([N:30]=[C:31]=[O:32])[CH:29]=[CH:28][CH:27]=[CH:26][CH:25]=1. (4) Given the product [CH2:1]([O:3][C:4]([C:6]1[C:7]([CH3:18])=[C:8]2[C:13]([NH:33][C:22]3[CH:23]=[CH:24][C:25]([S:26][C:27]4[N:28]([CH3:32])[CH:29]=[CH:30][N:31]=4)=[C:20]([Cl:19])[CH:21]=3)=[C:12]([C:15]#[N:16])[CH:11]=[N:10][N:9]2[CH:17]=1)=[O:5])[CH3:2], predict the reactants needed to synthesize it. The reactants are: [CH2:1]([O:3][C:4]([C:6]1[C:7]([CH3:18])=[C:8]2[C:13](Cl)=[C:12]([C:15]#[N:16])[CH:11]=[N:10][N:9]2[CH:17]=1)=[O:5])[CH3:2].[Cl:19][C:20]1[CH:21]=[C:22]([NH2:33])[CH:23]=[CH:24][C:25]=1[S:26][C:27]1[N:28]([CH3:32])[CH:29]=[CH:30][N:31]=1.[H-].[Na+].CCOC(C)=O. (5) The reactants are: [OH:1][CH:2]([C:6]1[CH:11]=[CH:10][C:9]([C:12]2[N:16]=[C:15]([C:17]3[O:21][N:20]=[C:19]([C:22]4[CH:27]=[CH:26][CH:25]=[CH:24][CH:23]=4)[C:18]=3[C:28]([F:31])([F:30])[F:29])[O:14][N:13]=2)=[CH:8][CH:7]=1)[C:3](O)=[O:4].CN1CCOCC1.Cl.[NH2:40][CH2:41][C:42]([NH:44][CH3:45])=[O:43].CN(C(ON1N=NC2C=CC=NC1=2)=[N+](C)C)C.F[P-](F)(F)(F)(F)F. Given the product [OH:1][CH:2]([C:6]1[CH:7]=[CH:8][C:9]([C:12]2[N:16]=[C:15]([C:17]3[O:21][N:20]=[C:19]([C:22]4[CH:23]=[CH:24][CH:25]=[CH:26][CH:27]=4)[C:18]=3[C:28]([F:31])([F:29])[F:30])[O:14][N:13]=2)=[CH:10][CH:11]=1)[C:3]([NH:40][CH2:41][C:42]([NH:44][CH3:45])=[O:43])=[O:4], predict the reactants needed to synthesize it. (6) Given the product [O:7]1[CH2:8][CH:5]([CH:4]([C:9]2[CH:10]=[CH:11][C:12]([O:15][C:16]([F:17])([F:18])[F:19])=[CH:13][CH:14]=2)[NH2:1])[CH2:6]1, predict the reactants needed to synthesize it. The reactants are: [N:1]([CH:4]([C:9]1[CH:14]=[CH:13][C:12]([O:15][C:16]([F:19])([F:18])[F:17])=[CH:11][CH:10]=1)[CH:5]1[CH2:8][O:7][CH2:6]1)=[N+]=[N-].O1CCCC1. (7) The reactants are: [OH:1][CH:2]1[CH2:5][N:4]([C:6]([O:8][C:9]([CH3:12])([CH3:11])[CH3:10])=[O:7])[CH2:3]1.C(N(CC)CC)C.[Cl-].[NH4+]. Given the product [O:1]=[C:2]1[CH2:5][N:4]([C:6]([O:8][C:9]([CH3:12])([CH3:11])[CH3:10])=[O:7])[CH2:3]1, predict the reactants needed to synthesize it.